From a dataset of NCI-60 drug combinations with 297,098 pairs across 59 cell lines. Regression. Given two drug SMILES strings and cell line genomic features, predict the synergy score measuring deviation from expected non-interaction effect. (1) Drug 1: C1=CC(=C2C(=C1NCCNCCO)C(=O)C3=C(C=CC(=C3C2=O)O)O)NCCNCCO. Drug 2: CCCS(=O)(=O)NC1=C(C(=C(C=C1)F)C(=O)C2=CNC3=C2C=C(C=N3)C4=CC=C(C=C4)Cl)F. Cell line: HOP-62. Synergy scores: CSS=61.2, Synergy_ZIP=15.1, Synergy_Bliss=15.5, Synergy_Loewe=-18.6, Synergy_HSA=15.1. (2) Cell line: M14. Drug 1: C1=CC(=CC=C1CC(C(=O)O)N)N(CCCl)CCCl.Cl. Synergy scores: CSS=-2.85, Synergy_ZIP=-0.614, Synergy_Bliss=-6.07, Synergy_Loewe=-8.33, Synergy_HSA=-8.84. Drug 2: B(C(CC(C)C)NC(=O)C(CC1=CC=CC=C1)NC(=O)C2=NC=CN=C2)(O)O. (3) Drug 1: CC(CN1CC(=O)NC(=O)C1)N2CC(=O)NC(=O)C2. Drug 2: CN(C)N=NC1=C(NC=N1)C(=O)N. Cell line: NCIH23. Synergy scores: CSS=3.53, Synergy_ZIP=-6.16, Synergy_Bliss=-1.91, Synergy_Loewe=-9.92, Synergy_HSA=-1.53. (4) Drug 1: CC1=C2C(C(=O)C3(C(CC4C(C3C(C(C2(C)C)(CC1OC(=O)C(C(C5=CC=CC=C5)NC(=O)C6=CC=CC=C6)O)O)OC(=O)C7=CC=CC=C7)(CO4)OC(=O)C)O)C)OC(=O)C. Drug 2: C#CCC(CC1=CN=C2C(=N1)C(=NC(=N2)N)N)C3=CC=C(C=C3)C(=O)NC(CCC(=O)O)C(=O)O. Cell line: CCRF-CEM. Synergy scores: CSS=38.4, Synergy_ZIP=2.54, Synergy_Bliss=-1.09, Synergy_Loewe=-33.7, Synergy_HSA=-4.13.